From a dataset of Forward reaction prediction with 1.9M reactions from USPTO patents (1976-2016). Predict the product of the given reaction. (1) Given the reactants [C:1]1(=[O:7])[O:6][CH2:5][CH2:4][CH2:3][CH2:2]1.C(N(CC)CC)C.[CH3:15][OH:16], predict the reaction product. The product is: [OH:16][CH2:15][CH2:4][CH2:3][CH2:2][C:1]([O:6][CH3:5])=[O:7]. (2) Given the reactants N1C=CN=C1CN1C(=O)COC2N=C(C3C=CC(C4(N)CCC4)=CC=3)C(C3C=CC=CC=3)=CC1=2.C(OC(=O)[NH:41][C:42]1([C:46]2[CH:51]=[CH:50][C:49]([C:52]3[C:53]([C:69]4[CH:74]=[CH:73][CH:72]=[CH:71][CH:70]=4)=[CH:54][C:55]4[N:56]([CH2:66][CH2:67][F:68])[C:57](=[O:65])[N:58]([CH2:62][CH2:63][F:64])[CH2:59][C:60]=4[N:61]=3)=[CH:48][CH:47]=2)[CH2:45][CH2:44][CH2:43]1)(C)(C)C, predict the reaction product. The product is: [NH2:41][C:42]1([C:46]2[CH:51]=[CH:50][C:49]([C:52]3[C:53]([C:69]4[CH:70]=[CH:71][CH:72]=[CH:73][CH:74]=4)=[CH:54][C:55]4[N:56]([CH2:66][CH2:67][F:68])[C:57](=[O:65])[N:58]([CH2:62][CH2:63][F:64])[CH2:59][C:60]=4[N:61]=3)=[CH:48][CH:47]=2)[CH2:43][CH2:44][CH2:45]1. (3) Given the reactants [C:1]([O:5][C:6]([NH:8][C@H:9]1[CH2:14][CH2:13][C@H:12]([C:15]([OH:17])=O)[CH2:11][CH2:10]1)=[O:7])([CH3:4])([CH3:3])[CH3:2].C1C(=O)[N:22](O)C(=O)C1.C1(N=C=NC2CCCCC2)CCCCC1.N, predict the reaction product. The product is: [C:1]([O:5][C:6](=[O:7])[NH:8][C@H:9]1[CH2:14][CH2:13][C@H:12]([C:15](=[O:17])[NH2:22])[CH2:11][CH2:10]1)([CH3:4])([CH3:3])[CH3:2]. (4) Given the reactants [CH2:1]([C:3]1[C:8](=[O:9])[NH:7][C:6]([CH3:10])=[C:5]([C:11]2[CH:12]=[N:13][CH:14]=[C:15]([C:17]([OH:19])=O)[CH:16]=2)[CH:4]=1)[CH3:2].[CH3:20][O:21][C:22]1[CH:23]=[C:24]([CH:27]=[CH:28][CH:29]=1)[CH2:25][NH2:26], predict the reaction product. The product is: [CH3:20][O:21][C:22]1[CH:23]=[C:24]([CH:27]=[CH:28][CH:29]=1)[CH2:25][NH:26][C:17]([C:15]1[CH:16]=[C:11]([C:5]2[CH:4]=[C:3]([CH2:1][CH3:2])[C:8](=[O:9])[NH:7][C:6]=2[CH3:10])[CH:12]=[N:13][CH:14]=1)=[O:19].